This data is from Catalyst prediction with 721,799 reactions and 888 catalyst types from USPTO. The task is: Predict which catalyst facilitates the given reaction. (1) Reactant: [H-].[Na+].[F:3][C:4]([F:16])([F:15])[O:5][C:6]1[CH:11]=[CH:10][C:9]([CH2:12][C:13]#[N:14])=[CH:8][CH:7]=1.Br[CH:18]([CH3:22])[CH:19](Br)[CH3:20]. Product: [F:3][C:4]([F:15])([F:16])[O:5][C:6]1[CH:7]=[CH:8][C:9]([C:12]2([C:13]#[N:14])[CH2:20][CH2:19][CH2:18][CH2:22]2)=[CH:10][CH:11]=1. The catalyst class is: 1. (2) Reactant: [F:1][C:2]1[CH:30]=[CH:29][C:5]([CH2:6][N:7]2[C:16]3[CH:15]=[CH:14][CH:13]=[CH:12][C:11]=3[C:10]3=[N:17][N:18]([C:21]4[CH:28]=[CH:27][CH:26]=[CH:25][C:22]=4[CH:23]=[O:24])[C:19](=[O:20])[C:9]3=[CH:8]2)=[CH:4][CH:3]=1.[BH4-].[Na+].ClC1C(=O)C(C#N)=C(C#N)C(=O)C=1Cl. Product: [F:1][C:2]1[CH:3]=[CH:4][C:5]([CH2:6][N:7]2[C:16]3[CH:15]=[CH:14][CH:13]=[CH:12][C:11]=3[C:10]3=[N:17][N:18]([C:21]4[CH:28]=[CH:27][CH:26]=[CH:25][C:22]=4[CH2:23][OH:24])[C:19](=[O:20])[C:9]3=[CH:8]2)=[CH:29][CH:30]=1. The catalyst class is: 4. (3) Reactant: Br[C:2]1[CH:3]=[CH:4][C:5]2[N:11]3[C:12]([CH3:15])=[N:13][N:14]=[C:10]3[CH2:9][CH2:8][N:7]([C:16]3[CH:21]=[CH:20][C:19]([Cl:22])=[CH:18][CH:17]=3)[C:6]=2[CH:23]=1.CC1(C)C(C)(C)OB([C:32]2[CH:33]=[CH:34][C:35]([NH2:38])=[N:36][CH:37]=2)O1.C([O-])([O-])=O.[Cs+].[Cs+]. Product: [Cl:22][C:19]1[CH:20]=[CH:21][C:16]([N:7]2[CH2:8][CH2:9][C:10]3=[N:14][N:13]=[C:12]([CH3:15])[N:11]3[C:5]3[CH:4]=[CH:3][C:2]([C:32]4[CH:33]=[CH:34][C:35]([NH2:38])=[N:36][CH:37]=4)=[CH:23][C:6]2=3)=[CH:17][CH:18]=1. The catalyst class is: 70.